From a dataset of Reaction yield outcomes from USPTO patents with 853,638 reactions. Predict the reaction yield, written as a fraction of the theoretical maximum amount of product (1.0 means a 100% yield; for example, 0.34 means a 34% yield). (1) No catalyst specified. The reactants are Cl[C:2]1[CH:3]=[CH:4][N:5]2[C:10]([C:11]=1[CH3:12])=[C:9]([CH:13]1[CH2:15][CH2:14]1)[CH:8]=[C:7]([C:16]([O:18][CH3:19])=[O:17])[C:6]2=[O:20].[Cl:21][C:22]1[CH:28]=[C:27](B2OC(C)(C)C(C)(C)O2)[CH:26]=[CH:25][C:23]=1[NH2:24]. The product is [NH2:24][C:23]1[CH:25]=[CH:26][C:27]([C:2]2[CH:3]=[CH:4][N:5]3[C:10]([C:11]=2[CH3:12])=[C:9]([CH:13]2[CH2:15][CH2:14]2)[CH:8]=[C:7]([C:16]([O:18][CH3:19])=[O:17])[C:6]3=[O:20])=[CH:28][C:22]=1[Cl:21]. The yield is 0.620. (2) The reactants are Br[C:2]1[C:10]([Cl:11])=[CH:9][C:5]2[N:6]=[CH:7][O:8][C:4]=2[CH:3]=1.[NH2:12][C:13]1[CH:18]=[CH:17][C:16](B2OC(C)(C)C(C)(C)O2)=[CH:15][N:14]=1.[O-]P([O-])([O-])=O.[K+].[K+].[K+].CC(=O)OCC. The catalyst is C(#N)C.O1CCOCC1.O. The product is [Cl:11][C:10]1[C:2]([C:16]2[CH:17]=[CH:18][C:13]([NH2:12])=[N:14][CH:15]=2)=[CH:3][C:4]2[O:8][CH:7]=[N:6][C:5]=2[CH:9]=1. The yield is 0.674.